From a dataset of Full USPTO retrosynthesis dataset with 1.9M reactions from patents (1976-2016). Predict the reactants needed to synthesize the given product. (1) Given the product [CH2:13]([C@H:20]1[CH2:24][N:23]([C:4](=[O:6])[C@H:3]([OH:2])[C:7]2[CH:12]=[CH:11][CH:10]=[CH:9][CH:8]=2)[C@H:22]([C:25]([NH:27][C:28]2[CH:33]=[CH:32][C:31]([O:34][C:35]3[CH:36]=[CH:37][C:38]([F:41])=[CH:39][CH:40]=3)=[CH:30][CH:29]=2)=[O:26])[CH2:21]1)[C:14]1[CH:15]=[CH:16][CH:17]=[CH:18][CH:19]=1, predict the reactants needed to synthesize it. The reactants are: Cl.[OH:2][C@H:3]([C:7]1[CH:12]=[CH:11][CH:10]=[CH:9][CH:8]=1)[C:4]([OH:6])=O.[CH2:13]([C@H:20]1[CH2:24][NH:23][C@H:22]([C:25]([NH:27][C:28]2[CH:33]=[CH:32][C:31]([O:34][C:35]3[CH:40]=[CH:39][C:38]([F:41])=[CH:37][CH:36]=3)=[CH:30][CH:29]=2)=[O:26])[CH2:21]1)[C:14]1[CH:19]=[CH:18][CH:17]=[CH:16][CH:15]=1. (2) Given the product [CH2:13]([C:15]1[N:16]=[C:17]([CH3:47])[N:18]([C:37]2[CH:38]=[CH:39][C:40]([O:43][CH:44]([CH3:46])[CH3:45])=[CH:41][CH:42]=2)[C:19](=[O:36])[C:20]=1[CH2:21][C:22]1[CH:23]=[CH:24][C:25]([C:28]2[CH:33]=[CH:32][CH:31]=[CH:30][C:29]=2[C:34]2[NH:3][C:4](=[O:7])[O:5][N:35]=2)=[CH:26][CH:27]=1)[CH3:14], predict the reactants needed to synthesize it. The reactants are: [Cl-].O[NH3+:3].[C:4](=[O:7])([O-])[OH:5].[Na+].CS(C)=O.[CH2:13]([C:15]1[N:16]=[C:17]([CH3:47])[N:18]([C:37]2[CH:42]=[CH:41][C:40]([O:43][CH:44]([CH3:46])[CH3:45])=[CH:39][CH:38]=2)[C:19](=[O:36])[C:20]=1[CH2:21][C:22]1[CH:27]=[CH:26][C:25]([C:28]2[C:29]([C:34]#[N:35])=[CH:30][CH:31]=[CH:32][CH:33]=2)=[CH:24][CH:23]=1)[CH3:14]. (3) Given the product [F:13][C:2]([F:1])([F:12])[CH2:3][CH2:4][CH:5]([C:7]1[N:8]=[CH:9][O:10][CH:11]=1)[OH:6], predict the reactants needed to synthesize it. The reactants are: [F:1][C:2]([F:13])([F:12])[CH2:3][CH2:4][C:5]([C:7]1[N:8]=[CH:9][O:10][CH:11]=1)=[O:6].[BH4-].[Na+].O. (4) Given the product [CH2:1]([S:3]([C:6]1[CH:7]=[C:8]([C:12]2[C:17]3[C:18]4[CH:24]=[C:23]([CH3:25])[CH:22]=[N:21][C:19]=4[NH:20][C:16]=3[C:15]([C:26]([NH2:27])=[O:28])=[N:14][CH:13]=2)[CH:9]=[CH:10][CH:11]=1)(=[O:4])=[O:5])[CH3:2], predict the reactants needed to synthesize it. The reactants are: [CH2:1]([S:3]([C:6]1[CH:7]=[C:8]([C:12]2[C:17]3[C:18]4[CH:24]=[C:23]([CH3:25])[CH:22]=[N:21][C:19]=4[NH:20][C:16]=3[C:15]([C:26]#[N:27])=[N:14][CH:13]=2)[CH:9]=[CH:10][CH:11]=1)(=[O:5])=[O:4])[CH3:2].[OH-:28].[K+].OO. (5) Given the product [CH:1]1([C@H:7]([NH:41][C:42]([C:44]2[CH:49]=[N:48][CH:47]=[CH:46][N:45]=2)=[O:43])[C:8]([NH:10][C@@H:11]([C:37]([CH3:38])([CH3:40])[CH3:39])[C:12]([N:14]2[CH2:18][C@@H:17]3[CH2:19][CH2:20][CH2:21][C@@H:16]3[C@H:15]2[C:22]([NH:24][C@@H:25]([CH2:33][CH2:34][CH3:35])[C:26](=[O:32])[C:27]([NH:28][CH:29]2[CH2:30][CH2:31]2)=[O:53])=[O:23])=[O:13])=[O:9])[CH2:2][CH2:3][CH2:4][CH2:5][CH2:6]1, predict the reactants needed to synthesize it. The reactants are: [CH:1]1([C@H:7]([NH:41][C:42]([C:44]2[CH:49]=[N:48][CH:47]=[CH:46][N:45]=2)=[O:43])[C:8]([NH:10][C@@H:11]([C:37]([CH3:40])([CH3:39])[CH3:38])[C:12]([N:14]2[CH2:18][C@@H:17]3[CH2:19][CH2:20][CH2:21][C@@H:16]3[C@H:15]2[C:22]([NH:24][C@@H:25]([CH2:33][CH2:34][CH:35]=O)[C@H:26]([OH:32])[CH2:27][NH:28][CH:29]2[CH2:31][CH2:30]2)=[O:23])=[O:13])=[O:9])[CH2:6][CH2:5][CH2:4][CH2:3][CH2:2]1.[Br-].[Na+].C(=O)(O)[O-:53].[Na+].CC1(C)N([O])C(C)(C)CCC1.Cl[O-].[Na+]. (6) Given the product [OH:18][C:16]([C:19]1[CH:20]=[CH:21][C:22]([C:35](=[O:34])[CH3:36])=[CH:27][CH:28]=1)([CH3:17])[CH3:2], predict the reactants needed to synthesize it. The reactants are: [H-].[CH2:2]([Al+]CC(C)C)C(C)C.Cl.CNOC.[C:16]([C:19]1[CH:28]=[CH:27][C:22](C(OC)=O)=[CH:21][CH:20]=1)(=[O:18])[CH3:17].C[Mg]Br.C([O:34][CH2:35][CH3:36])C.O1CCCC1. (7) The reactants are: [CH2:1]([C@H:8]([NH:11][C:12]1[N:20]=[C:19](Cl)[N:18]=[C:17]2[C:13]=1[N:14]=[CH:15][N:16]2[C@@H:22]1[CH2:26][C@H:25]([NH:27][C:28](=[O:31])[CH2:29][OH:30])[C@@H:24]([OH:32])[C@H:23]1[OH:33])[CH2:9][OH:10])[C:2]1[CH:7]=[CH:6][CH:5]=[CH:4][CH:3]=1.[N+:34]([C:37]1[N:41]=[CH:40][NH:39][N:38]=1)([O-:36])=[O:35]. Given the product [OH:32][C@H:24]1[C@@H:23]([OH:33])[C@H:22]([N:16]2[CH:15]=[N:14][C:13]3[C:17]2=[N:18][C:19]([N:39]2[CH:40]=[N:41][C:37]([N+:34]([O-:36])=[O:35])=[N:38]2)=[N:20][C:12]=3[NH:11][C@H:8]([CH2:9][OH:10])[CH2:1][C:2]2[CH:7]=[CH:6][CH:5]=[CH:4][CH:3]=2)[CH2:26][C@@H:25]1[NH:27][C:28](=[O:31])[CH2:29][OH:30], predict the reactants needed to synthesize it. (8) Given the product [CH2:8]([O:12][C:13](=[O:15])[CH2:14][CH2:1][CH3:2])[CH2:9][CH2:10][CH3:11], predict the reactants needed to synthesize it. The reactants are: [CH2:1](O)[CH3:2].C(O)(=O)C.[CH2:8]([O:12][C:13](=[O:15])[CH3:14])[CH2:9][CH2:10][CH3:11]. (9) Given the product [CH3:37][S:34]([CH2:33][CH2:32][NH:15][C:10]1[CH:11]=[N:12][CH:13]=[CH:14][C:9]=1[C:5]1[CH:6]=[CH:7][CH:2]=[CH:3][C:4]=1[CH3:40])(=[O:35])=[O:36], predict the reactants needed to synthesize it. The reactants are: F[C:2]1[C:7](F)=[CH:6][C:5]([C:9]2[CH:14]=[CH:13][N:12]=[CH:11][C:10]=2[N:15]([CH2:32][CH2:33][S:34]([CH3:37])(=[O:36])=[O:35])C(=O)C2C=C(C(F)(F)F)N=C(C(F)(F)F)C=2)=[C:4](OC)[CH:3]=1.[CH3:40]C1C=CC=CC=1B(O)O.